Dataset: Forward reaction prediction with 1.9M reactions from USPTO patents (1976-2016). Task: Predict the product of the given reaction. (1) Given the reactants [CH2:1]([C@H:3]1[N:8](C(OC(C)(C)C)=O)[CH2:7][C@@H:6]([C:16]([NH:18][CH2:19][C:20]2[CH:25]=[CH:24][CH:23]=[CH:22][CH:21]=2)=[O:17])[O:5][CH2:4]1)[CH3:2].O1CCOCC1.[ClH:32], predict the reaction product. The product is: [ClH:32].[CH2:1]([C@H:3]1[NH:8][CH2:7][C@@H:6]([C:16]([NH:18][CH2:19][C:20]2[CH:25]=[CH:24][CH:23]=[CH:22][CH:21]=2)=[O:17])[O:5][CH2:4]1)[CH3:2]. (2) Given the reactants [CH3:1][NH:2][C:3]1[CH:8]=[CH:7][C:6]([N+:9]([O-:11])=[O:10])=[C:5]([N:12]2[CH2:17][CH2:16][CH2:15][CH2:14][CH2:13]2)[CH:4]=1.C(N(CC)CC)C.[S:25](Cl)([CH3:28])(=[O:27])=[O:26], predict the reaction product. The product is: [CH3:1][N:2]([C:3]1[CH:8]=[CH:7][C:6]([N+:9]([O-:11])=[O:10])=[C:5]([N:12]2[CH2:17][CH2:16][CH2:15][CH2:14][CH2:13]2)[CH:4]=1)[S:25]([CH3:28])(=[O:27])=[O:26]. (3) The product is: [NH2:15][C:11]1[CH:10]=[C:9]([NH:8][C:4]2[CH:3]=[C:2]([NH:34][C:33]3[CH:32]=[CH:31][C:30]([O:23][C:24]4[CH:29]=[CH:28][CH:27]=[CH:26][CH:25]=4)=[CH:36][CH:35]=3)[N:7]=[CH:6][N:5]=2)[CH:14]=[CH:13][CH:12]=1. Given the reactants Cl[C:2]1[N:7]=[CH:6][N:5]=[C:4]([NH:8][C:9]2[CH:10]=[C:11]([NH:15]C(=O)OC(C)(C)C)[CH:12]=[CH:13][CH:14]=2)[CH:3]=1.[O:23]([C:30]1[CH:36]=[CH:35][C:33]([NH2:34])=[CH:32][CH:31]=1)[C:24]1[CH:29]=[CH:28][CH:27]=[CH:26][CH:25]=1.Cl, predict the reaction product. (4) Given the reactants [Cl:1][C:2]1[CH:10]=[CH:9][C:8]([C:11]2[N:12]([C:22]([O:24][C:25]([CH3:28])([CH3:27])[CH3:26])=[O:23])[C:13]3[C:18]([CH:19]=2)=[CH:17][C:16]([CH:20]=O)=[CH:15][CH:14]=3)=[C:7]2[C:3]=1[CH2:4][NH:5][C:6]2=[O:29].[OH:30][CH2:31][CH2:32][N:33]1[CH2:38][CH2:37][NH:36][CH2:35][CH2:34]1.C(O)(=O)C.C(O[BH-](OC(=O)C)OC(=O)C)(=O)C.[Na+].C(=O)([O-])[O-].[Na+].[Na+], predict the reaction product. The product is: [Cl:1][C:2]1[CH:10]=[CH:9][C:8]([C:11]2[N:12]([C:22]([O:24][C:25]([CH3:27])([CH3:26])[CH3:28])=[O:23])[C:13]3[C:18]([CH:19]=2)=[CH:17][C:16]([CH2:20][N:36]2[CH2:37][CH2:38][N:33]([CH2:32][CH2:31][OH:30])[CH2:34][CH2:35]2)=[CH:15][CH:14]=3)=[C:7]2[C:3]=1[CH2:4][NH:5][C:6]2=[O:29]. (5) Given the reactants B(Br)(Br)Br.C[O:6][C:7]1[CH:18]=[CH:17][C:10]2[O:11][CH:12]([CH3:16])[C:13](=[O:15])[NH:14][C:9]=2[CH:8]=1, predict the reaction product. The product is: [OH:6][C:7]1[CH:18]=[CH:17][C:10]2[O:11][CH:12]([CH3:16])[C:13](=[O:15])[NH:14][C:9]=2[CH:8]=1. (6) Given the reactants [Br:1][C:2]1[CH:7]=[CH:6][C:5](F)=[C:4]([N+:9]([O-:11])=[O:10])[CH:3]=1.[F:12][C:13]1[CH:18]=[CH:17][C:16]([NH2:19])=[CH:15][CH:14]=1.C(N(CC)C(C)C)(C)C, predict the reaction product. The product is: [Br:1][C:2]1[CH:7]=[CH:6][C:5]([NH:19][C:16]2[CH:17]=[CH:18][C:13]([F:12])=[CH:14][CH:15]=2)=[C:4]([N+:9]([O-:11])=[O:10])[CH:3]=1. (7) Given the reactants [CH3:1][O:2][C:3](=[O:35])[C:4]1[CH:32]=[C:31]([O:33][CH3:34])[CH:30]=[C:6]([C:7]([NH:9][CH:10]2[CH2:15][CH2:14][N:13](CC3C=C(OCC)C(F)=C(OCC)C=3)[CH2:12][CH2:11]2)=[O:8])[CH:5]=1.[CH2:36]([O:38][C:39]1[CH:44]=[C:43]([CH:45]=O)[CH:42]=[C:41]([O:47][CH2:48][CH3:49])[C:40]=1[C:50]1[CH:55]=[CH:54][C:53]([F:56])=[CH:52][CH:51]=1)[CH3:37].C([BH3-])#N.[Na+].C(N(C(C)C)C(C)C)C, predict the reaction product. The product is: [CH3:1][O:2][C:3](=[O:35])[C:4]1[CH:32]=[C:31]([O:33][CH3:34])[CH:30]=[C:6]([C:7]([NH:9][CH:10]2[CH2:11][CH2:12][N:13]([CH2:45][C:43]3[CH:44]=[C:39]([O:38][CH2:36][CH3:37])[C:40]([C:50]4[CH:55]=[CH:54][C:53]([F:56])=[CH:52][CH:51]=4)=[C:41]([O:47][CH2:48][CH3:49])[CH:42]=3)[CH2:14][CH2:15]2)=[O:8])[CH:5]=1. (8) Given the reactants [CH3:1][O:2][CH2:3][CH2:4][C@@H:5]1[NH:10][CH2:9][CH2:8][N:7]([C:11]2[C:20]3[N:19]=[C:18]([CH:21]4[CH2:25][CH2:24][CH2:23][CH2:22]4)[S:17][C:16]=3[NH:15][C:14]3[CH:26]=[CH:27][CH:28]=[CH:29][C:13]=3[N:12]=2)[CH2:6]1.C=O.[C:32](O[BH-](OC(=O)C)OC(=O)C)(=O)C.[Na+].[Cl:46]C(Cl)C, predict the reaction product. The product is: [ClH:46].[ClH:46].[CH3:1][O:2][CH2:3][CH2:4][C@@H:5]1[N:10]([CH3:32])[CH2:9][CH2:8][N:7]([C:11]2[C:20]3[N:19]=[C:18]([CH:21]4[CH2:25][CH2:24][CH2:23][CH2:22]4)[S:17][C:16]=3[NH:15][C:14]3[CH:26]=[CH:27][CH:28]=[CH:29][C:13]=3[N:12]=2)[CH2:6]1. (9) Given the reactants [C:1]1([S:7]([N:10]2[C:18]3[C:13](=[C:14]([N:19]4[CH2:24][CH2:23][N:22](C(OC(C)(C)C)=O)[CH2:21][CH2:20]4)[CH:15]=[CH:16][CH:17]=3)[CH:12]=[CH:11]2)(=[O:9])=[O:8])[CH:6]=[CH:5][CH:4]=[CH:3][CH:2]=1.[ClH:32], predict the reaction product. The product is: [ClH:32].[C:1]1([S:7]([N:10]2[C:18]3[C:13](=[C:14]([N:19]4[CH2:24][CH2:23][NH:22][CH2:21][CH2:20]4)[CH:15]=[CH:16][CH:17]=3)[CH:12]=[CH:11]2)(=[O:9])=[O:8])[CH:2]=[CH:3][CH:4]=[CH:5][CH:6]=1.